Dataset: Forward reaction prediction with 1.9M reactions from USPTO patents (1976-2016). Task: Predict the product of the given reaction. (1) The product is: [F:37][C:2]1([F:1])[O:6][C:5]2[CH:7]=[CH:8][C:9]([C:11]3([C:14]([NH:16][C:17]4[CH:22]=[C:21]([C:23]5[CH:24]=[C:25]([CH:33]=[CH:34][CH:35]=5)[C:26]([OH:28])=[O:27])[C:20]([CH3:36])=[CH:19][N:18]=4)=[O:15])[CH2:13][CH2:12]3)=[CH:10][C:4]=2[O:3]1. Given the reactants [F:1][C:2]1([F:37])[O:6][C:5]2[CH:7]=[CH:8][C:9]([C:11]3([C:14]([NH:16][C:17]4[CH:22]=[C:21]([C:23]5[CH:24]=[C:25]([CH:33]=[CH:34][CH:35]=5)[C:26]([O:28]C(C)(C)C)=[O:27])[C:20]([CH3:36])=[CH:19][N:18]=4)=[O:15])[CH2:13][CH2:12]3)=[CH:10][C:4]=2[O:3]1.FC(F)(F)C(O)=O, predict the reaction product. (2) Given the reactants [F:1][C:2]1[C:7]([F:8])=[CH:6][CH:5]=[CH:4][C:3]=1[C@:9]([NH:18][S:19]([C:22]1[CH:27]=[CH:26][CH:25]=[CH:24][C:23]=1[N+:28]([O-:30])=[O:29])(=[O:21])=[O:20])([CH:15]([F:17])[F:16])[CH2:10][O:11]C(=O)C.[Li+].[OH-], predict the reaction product. The product is: [F:1][C:2]1[C:7]([F:8])=[CH:6][CH:5]=[CH:4][C:3]=1[C@@:9]([NH:18][S:19]([C:22]1[CH:27]=[CH:26][CH:25]=[CH:24][C:23]=1[N+:28]([O-:30])=[O:29])(=[O:20])=[O:21])([CH2:10][OH:11])[CH:15]([F:17])[F:16]. (3) Given the reactants Br.[NH2:2][C:3]1[C:4]([OH:18])=[C:5]([C:10]2[S:14][C:13]([C:15]([OH:17])=[O:16])=[CH:12][CH:11]=2)[CH:6]=[C:7]([CH3:9])[CH:8]=1.[N:19]([O-])=O.[Na+].[CH2:23]1[C:31]2[C:26](=[CH:27][C:28]([N:32]3[C:36](=[O:37])[CH2:35][C:34]([CH3:38])=[N:33]3)=[CH:29][CH:30]=2)[CH2:25][CH2:24]1.C(=O)(O)[O-].[Na+], predict the reaction product. The product is: [OH:18][C:4]1[C:3]([NH:2][N:19]=[C:35]2[C:36](=[O:37])[N:32]([C:28]3[CH:27]=[C:26]4[C:31](=[CH:30][CH:29]=3)[CH2:23][CH2:24][CH2:25]4)[N:33]=[C:34]2[CH3:38])=[CH:8][C:7]([CH3:9])=[CH:6][C:5]=1[C:10]1[S:14][C:13]([C:15]([OH:17])=[O:16])=[CH:12][CH:11]=1. (4) Given the reactants [OH:1][CH:2]1[C:11]2[C:6](=[CH:7][CH:8]=[CH:9][CH:10]=2)[O:5][CH:4]([C:12]([OH:14])=[O:13])[CH2:3]1.[N+](=[CH2:17])=[N-], predict the reaction product. The product is: [OH:1][CH:2]1[C:11]2[C:6](=[CH:7][CH:8]=[CH:9][CH:10]=2)[O:5][CH:4]([C:12]([O:14][CH3:17])=[O:13])[CH2:3]1. (5) Given the reactants ClC1C=CC(Cl)=CC=1OC1N=CC=CC=1C(O)=O.[Cl:19][C:20]1[CH:21]=[C:22]([CH:33]=[CH:34][C:35]=1[F:36])[O:23][C:24]1[N:32]=[CH:31][CH:30]=[CH:29][C:25]=1[C:26]([OH:28])=O.CC1CCC2C(=CC=CC=2)N1.[NH:48]1[C:57]2[C:52](=[N:53][CH:54]=[CH:55][CH:56]=2)[CH2:51][CH2:50][CH2:49]1, predict the reaction product. The product is: [Cl:19][C:20]1[CH:21]=[C:22]([CH:33]=[CH:34][C:35]=1[F:36])[O:23][C:24]1[C:25]([C:26]([N:53]2[C:52]3[C:57](=[N:48][CH:49]=[CH:50][CH:51]=3)[CH2:56][CH2:55][CH2:54]2)=[O:28])=[CH:29][CH:30]=[CH:31][N:32]=1. (6) Given the reactants [CH3:1][C:2]1[NH:3][C:4](=[O:23])[N:5]([C:16]2[CH:17]=[C:18]([CH3:22])[CH:19]=[CH:20][CH:21]=2)[C:6]=1[C:7]1[CH:8]=[CH:9][C:10]2[N:11]([N:13]=[CH:14][N:15]=2)[CH:12]=1.CN(C)C=O.CC(C)([O-])C.[K+].Br[CH2:36][C:37]([O:39][CH2:40][CH3:41])=[O:38], predict the reaction product. The product is: [N:15]1[CH:14]=[N:13][N:11]2[CH:12]=[C:7]([C:6]3[N:5]([C:16]4[CH:17]=[C:18]([CH3:22])[CH:19]=[CH:20][CH:21]=4)[C:4](=[O:23])[N:3]([CH2:36][C:37]([O:39][CH2:40][CH3:41])=[O:38])[C:2]=3[CH3:1])[CH:8]=[CH:9][C:10]=12. (7) The product is: [CH3:9][CH:10]1[N:11]([C:17]([O:19][C:20]([CH3:22])([CH3:21])[CH3:23])=[O:18])[CH2:12][CH2:13][C:14]2([O:16][CH2:2]2)[CH2:15]1. Given the reactants [I-].[CH3:2][S+](C)(C)=O.[H-].[Na+].[CH3:9][CH:10]1[CH2:15][C:14](=[O:16])[CH2:13][CH2:12][N:11]1[C:17]([O:19][C:20]([CH3:23])([CH3:22])[CH3:21])=[O:18].O, predict the reaction product. (8) Given the reactants [CH3:1][C@@H:2]([NH:5][C:6](=[O:19])[C:7]1[CH:12]=[C:11](F)[CH:10]=[C:9]([C:14]([F:17])([F:16])[F:15])[C:8]=1[Cl:18])[C:3]#[CH:4].[N:20]1[N:24]2[CH:25]=[CH:26][CH:27]=[N:28][C:23]2=[N:22][N:21]=1.ClC1C=C([F:39])C=CC=1C(Cl)=O.[CH2:40](Br)[CH:41]=[CH2:42].C([O-])([O-])=O.[Cs+].[Cs+], predict the reaction product. The product is: [CH2:40]([C:4]1[N:22]([C:23]2[N:28]=[CH:27][C:26]([F:39])=[CH:25][N:24]=2)[N:21]=[N:20][C:3]=1[C@H:2]([NH:5][C:6](=[O:19])[C:7]1[CH:12]=[CH:11][CH:10]=[C:9]([C:14]([F:17])([F:16])[F:15])[C:8]=1[Cl:18])[CH3:1])[CH:41]=[CH2:42]. (9) Given the reactants [Cl:1][C:2]1[CH:6]=[N:5][N:4]([CH3:7])[C:3]=1[C:8]1[CH:9]=[C:10]([NH2:22])[CH:11]=[CH:12][C:13]=1[O:14][CH:15]1[CH2:20][CH2:19][N:18]([CH3:21])[CH2:17][CH2:16]1.[F:23][C:24]1[CH:32]=[CH:31][C:27]([C:28](Cl)=[O:29])=[CH:26][C:25]=1[CH3:33].C(N(CC)CC)C, predict the reaction product. The product is: [Cl:1][C:2]1[CH:6]=[N:5][N:4]([CH3:7])[C:3]=1[C:8]1[CH:9]=[C:10]([NH:22][C:28](=[O:29])[C:27]2[CH:31]=[CH:32][C:24]([F:23])=[C:25]([CH3:33])[CH:26]=2)[CH:11]=[CH:12][C:13]=1[O:14][CH:15]1[CH2:20][CH2:19][N:18]([CH3:21])[CH2:17][CH2:16]1.